This data is from Forward reaction prediction with 1.9M reactions from USPTO patents (1976-2016). The task is: Predict the product of the given reaction. Given the reactants [CH:1]1[CH:2]=[CH:3][C:4]2[S:15][C:14]3[CH:13]=[CH:12][CH:11]=[CH:10][C:9]=3[N:8]=[C:7]([N:16]3[CH2:21][CH2:20][N:19]([CH2:22][CH2:23][O:24][CH2:25][CH2:26][OH:27])[CH2:18][CH2:17]3)[C:5]=2[CH:6]=1.C(/C(O)=O)=C\C(O)=O.O.N.[ClH:38], predict the reaction product. The product is: [CH:1]1[CH:2]=[CH:3][C:4]2[S:15][C:14]3[CH:13]=[CH:12][CH:11]=[CH:10][C:9]=3[N:8]=[C:7]([N:16]3[CH2:21][CH2:20][N:19]([CH2:22][CH2:23][O:24][CH2:25][CH2:26][OH:27])[CH2:18][CH2:17]3)[C:5]=2[CH:6]=1.[ClH:38].